This data is from Full USPTO retrosynthesis dataset with 1.9M reactions from patents (1976-2016). The task is: Predict the reactants needed to synthesize the given product. (1) Given the product [Br:14][C:3]1[C:4]2[C:9](=[C:8]([C:10]([O:12][CH3:13])=[O:11])[CH:7]=[CH:6][CH:5]=2)[NH:1][CH:2]=1, predict the reactants needed to synthesize it. The reactants are: [NH:1]1[C:9]2[C:4](=[CH:5][CH:6]=[CH:7][C:8]=2[C:10]([O:12][CH3:13])=[O:11])[CH:3]=[CH:2]1.[Br:14]N1C(=O)CCC1=O. (2) Given the product [CH3:22][O:21][C:18]1[N:17]=[CH:16][C:15]([NH:14][C:3]2[C:2]([C:26]3[N:25]=[C:24]([CH3:23])[N:29]=[C:28]([S:30][CH3:31])[N:27]=3)=[CH:7][N:6]=[C:5]([N:8]3[CH2:13][CH2:12][CH2:11][CH2:10][CH2:9]3)[N:4]=2)=[CH:20][CH:19]=1, predict the reactants needed to synthesize it. The reactants are: I[C:2]1[C:3]([NH:14][C:15]2[CH:16]=[N:17][C:18]([O:21][CH3:22])=[CH:19][CH:20]=2)=[N:4][C:5]([N:8]2[CH2:13][CH2:12][CH2:11][CH2:10][CH2:9]2)=[N:6][CH:7]=1.[CH3:23][C:24]1[N:29]=[C:28]([S:30][CH3:31])[N:27]=[C:26]([Sn](CCCC)(CCCC)CCCC)[N:25]=1.[F-].[Cs+].O1CCOCC1. (3) Given the product [CH3:7][O:8][C:9](=[O:39])[NH:10][CH:11]([C:15]([N:17]1[CH2:21][CH2:20][CH2:19][CH:18]1[C:22]1[NH:23][C:24]([C:27]2[CH:32]=[CH:31][C:30]([C:33]#[CH:34])=[CH:29][CH:28]=2)=[CH:25][N:26]=1)=[O:16])[CH:12]([CH3:14])[CH3:13], predict the reactants needed to synthesize it. The reactants are: C(=O)([O-])[O-].[K+].[K+].[CH3:7][O:8][C:9](=[O:39])[NH:10][CH:11]([C:15]([N:17]1[CH2:21][CH2:20][CH2:19][CH:18]1[C:22]1[NH:23][C:24]([C:27]2[CH:32]=[CH:31][C:30]([C:33]#[C:34][Si](C)(C)C)=[CH:29][CH:28]=2)=[CH:25][N:26]=1)=[O:16])[CH:12]([CH3:14])[CH3:13]. (4) Given the product [OH:1][C:2]1[CH:7]=[C:6]([CH3:8])[N:26]([CH2:25][C:21]2[CH:20]=[C:19]([CH:24]=[CH:23][CH:22]=2)[CH2:18][NH:17][C:10](=[O:11])[O:12][C:13]([CH3:15])([CH3:16])[CH3:14])[C:4](=[O:9])[CH:3]=1, predict the reactants needed to synthesize it. The reactants are: [OH:1][C:2]1[CH:7]=[C:6]([CH3:8])O[C:4](=[O:9])[CH:3]=1.[C:10]([NH:17][CH2:18][C:19]1[CH:24]=[CH:23][CH:22]=[C:21]([CH2:25][NH2:26])[CH:20]=1)([O:12][C:13]([CH3:16])([CH3:15])[CH3:14])=[O:11].[OH-].[Na+]. (5) Given the product [C:12]1([C:2]2[CH:3]=[C:4]3[CH2:10][C:9](=[O:11])[NH:8][C:5]3=[N:6][CH:7]=2)[CH:17]=[CH:16][CH:15]=[CH:14][CH:13]=1, predict the reactants needed to synthesize it. The reactants are: Br[C:2]1[CH:3]=[C:4]2[CH2:10][C:9](=[O:11])[NH:8][C:5]2=[N:6][CH:7]=1.[C:12]1(B(O)O)[CH:17]=[CH:16][CH:15]=[CH:14][CH:13]=1.C(=O)([O-])[O-].[Na+].[Na+].[Cl-].[Li+]. (6) Given the product [F:19][C:17]1[CH:18]=[C:13]([NH:12][C:9]2[N:8]=[C:7]3[C:21]([NH2:1])=[N:22][NH:5][C:6]3=[CH:11][CH:10]=2)[CH:14]=[C:15]([F:20])[CH:16]=1, predict the reactants needed to synthesize it. The reactants are: [N:1]([O-])=O.[Na+].[NH2:5][C:6]1[C:7]([C:21]#[N:22])=[N:8][C:9]([NH:12][C:13]2[CH:18]=[C:17]([F:19])[CH:16]=[C:15]([F:20])[CH:14]=2)=[CH:10][CH:11]=1.O.O.Cl[Sn]Cl. (7) Given the product [CH2:1]([N:6]([C:10]1[CH:19]=[CH:18][C:17]2[C:16]([CH3:21])([CH3:20])[CH2:15][CH2:14][C:13]([CH3:23])([CH3:22])[C:12]=2[CH:11]=1)[C:7](=[O:8])[NH:24][C:25]1[CH:26]=[CH:27][C:28]([C:29]([O:31][CH2:32][CH3:33])=[O:30])=[CH:34][CH:35]=1)[CH2:2][CH2:3][CH2:4][CH3:5], predict the reactants needed to synthesize it. The reactants are: [CH2:1]([N:6]([C:10]1[CH:19]=[CH:18][C:17]2[C:16]([CH3:21])([CH3:20])[CH2:15][CH2:14][C:13]([CH3:23])([CH3:22])[C:12]=2[CH:11]=1)[C:7](Cl)=[O:8])[CH2:2][CH2:3][CH2:4][CH3:5].[NH2:24][C:25]1[CH:35]=[CH:34][C:28]([C:29]([O:31][CH2:32][CH3:33])=[O:30])=[CH:27][CH:26]=1. (8) Given the product [F:1][C:2]([F:13])([S:9]([O:19][N:20]1[C:24](=[O:25])[CH2:23][CH2:22][C:21]1=[O:26])(=[O:11])=[O:10])[C:3]([F:8])([F:7])[CH2:4][CH2:5][OH:6], predict the reactants needed to synthesize it. The reactants are: [F:1][C:2]([F:13])([S:9](Cl)(=[O:11])=[O:10])[C:3]([F:8])([F:7])[CH2:4][CH2:5][OH:6].C(=O)([O-])O.[Na+].[OH:19][N:20]1[C:24](=[O:25])[CH2:23][CH2:22][C:21]1=[O:26].O.